Dataset: hERG potassium channel inhibition data for cardiac toxicity prediction from Karim et al.. Task: Regression/Classification. Given a drug SMILES string, predict its toxicity properties. Task type varies by dataset: regression for continuous values (e.g., LD50, hERG inhibition percentage) or binary classification for toxic/non-toxic outcomes (e.g., AMES mutagenicity, cardiotoxicity, hepatotoxicity). Dataset: herg_karim. (1) The drug is Cc1ccc(OCC(O)C(C)NC(C)C)c2c1CCC2. The result is 1 (blocker). (2) The molecule is Cc1ccc(-c2c(C)c(CN[C@H]3CC[C@@H](F)C3)nn2-c2ncccc2Cl)cn1. The result is 0 (non-blocker). (3) The compound is C[C@@H](c1ccc(-c2cccc(C(=O)O)c2)cc1)[C@H](N)C(=O)N1CC[C@H](F)C1.O=C(O)C(F)(F)F. The result is 0 (non-blocker). (4) The compound is COC[C@H](C)Oc1cc(Oc2ccc(C(=O)N3CCC3)nc2)cc(C(=O)Nc2cnc(C)cn2)c1. The result is 0 (non-blocker). (5) The molecule is CN1C(=O)NC(=O)[C@@]12Cc1ccc(NC(=O)CN3C(=O)C(C)(C)OC3c3ccccc3)cc1C2. The result is 0 (non-blocker). (6) The molecule is OC1(c2cccnc2)CCN(c2ccc3nnc(C(F)(F)F)n3n2)CC1. The result is 0 (non-blocker). (7) The compound is Nc1cnccc1C1CCC(N2CC(NC(=O)CNc3ncnc4ccc(C(F)(F)F)cc34)C2)CC1. The result is 0 (non-blocker).